From a dataset of Full USPTO retrosynthesis dataset with 1.9M reactions from patents (1976-2016). Predict the reactants needed to synthesize the given product. (1) Given the product [Br:20][C:6]1[N:5]=[C:4]([NH2:18])[C:3]2[N:2]=[CH:1][N:9]([C:8]=2[N:7]=1)[C@@H:10]1[O:14][C@H:13]([CH2:15][OH:16])[C@@H:26]([OH:25])[CH2:11]1, predict the reactants needed to synthesize it. The reactants are: [CH:1]1[N:9]([C@@H:10]2[O:14][C@H:13]([CH2:15][OH:16])O[CH2:11]2)[C:8]2[N:7]=[C:6](N)[N:5]=[C:4]([NH2:18])[C:3]=2[N:2]=1.[Sb](Br)(Br)[Br:20].N([O:25][C:26](C)(C)C)=O.C(#N)C.O. (2) Given the product [Cl-:15].[N+:5]([C:8]1[CH:14]=[CH:13][C:11]([N+:12]#[N:1])=[CH:10][CH:9]=1)([O-:7])=[O:6], predict the reactants needed to synthesize it. The reactants are: [N:1]([O-])=O.[Na+].[N+:5]([C:8]1[CH:14]=[CH:13][C:11]([NH2:12])=[CH:10][CH:9]=1)([O-:7])=[O:6].[ClH:15]. (3) Given the product [Cl:1][C:2]1[C:11]([F:12])=[C:10]2[C:5]([C:6]([NH:26][CH3:25])=[N:7][C:8]([C:13]3[CH:14]=[N:15][CH:16]=[CH:17][CH:18]=3)=[N:9]2)=[CH:4][CH:3]=1, predict the reactants needed to synthesize it. The reactants are: [Cl:1][C:2]1[C:11]([F:12])=[C:10]2[C:5]([C:6](O)=[N:7][C:8]([C:13]3[CH:14]=[N:15][CH:16]=[CH:17][CH:18]=3)=[N:9]2)=[CH:4][CH:3]=1.O=P(Cl)(Cl)Cl.[CH3:25][NH2:26]. (4) Given the product [CH2:1]([O:8][C:9](=[O:32])[NH:10][C:11]1[CH:12]=[C:13]2[C:18](=[CH:19][C:20]=1[O:21][CH3:22])[N:17]=[CH:16][CH:15]=[C:14]2[O:23][C:24]1[CH:29]=[CH:28][C:27]([NH:30][C:40]([NH:41][CH:42]2[CH2:44][CH2:43]2)=[O:39])=[C:26]([F:31])[CH:25]=1)[C:2]1[CH:7]=[CH:6][CH:5]=[CH:4][CH:3]=1, predict the reactants needed to synthesize it. The reactants are: [CH2:1]([O:8][C:9](=[O:32])[NH:10][C:11]1[CH:12]=[C:13]2[C:18](=[CH:19][C:20]=1[O:21][CH3:22])[N:17]=[CH:16][CH:15]=[C:14]2[O:23][C:24]1[CH:29]=[CH:28][C:27]([NH2:30])=[C:26]([F:31])[CH:25]=1)[C:2]1[CH:7]=[CH:6][CH:5]=[CH:4][CH:3]=1.C1([O:39][C:40](=O)[NH:41][CH:42]2[CH2:44][CH2:43]2)C=CC=CC=1. (5) Given the product [CH:1]1([CH2:7][C:8]2[N:19]3[C:14]([C:15](=[O:25])[NH:16][C:17]([CH:20]4[CH2:24][CH2:23][CH2:22][CH2:21]4)=[N:18]3)=[C:11]([CH2:12][CH3:13])[N:10]=2)[CH2:6][CH2:5][CH2:4][CH2:3][CH2:2]1, predict the reactants needed to synthesize it. The reactants are: [CH:1]1([CH2:7][C:8]([NH:10][CH:11]([C:14]2[C:15](=[O:25])[NH:16][C:17]([CH:20]3[CH2:24][CH2:23][CH2:22][CH2:21]3)=[N:18][N:19]=2)[CH2:12][CH3:13])=O)[CH2:6][CH2:5][CH2:4][CH2:3][CH2:2]1.P(Cl)(Cl)(Cl)=O. (6) Given the product [C:1]([NH:4][C@@H:5]([CH2:11][C:12]1[CH:17]=[CH:16][C:15]([O:18][CH2:19][CH:20]=[CH2:21])=[CH:14][CH:13]=1)[C:6]([OH:8])=[O:7])(=[O:3])[CH3:2], predict the reactants needed to synthesize it. The reactants are: [C:1]([NH:4][C@@H:5]([CH2:11][C:12]1[CH:17]=[CH:16][C:15]([O:18][CH2:19][CH:20]=[CH2:21])=[CH:14][CH:13]=1)[C:6]([O:8]CC)=[O:7])(=[O:3])[CH3:2].O.[OH-].[Li+]. (7) Given the product [CH3:16][C:13]1([CH3:17])[N:12]([CH2:23][C:22]2[CH:25]=[CH:26][CH:27]=[CH:28][C:21]=2[N+:18]([O-:20])=[O:19])[N:11]([CH:2]2[CH:3]3[CH2:4][CH:5]4[CH2:6][CH:7]([CH2:8][CH:1]2[CH2:10]4)[CH2:9]3)[C:14]1=[O:15], predict the reactants needed to synthesize it. The reactants are: [CH:1]12[CH2:10][CH:5]3[CH2:6][CH:7]([CH2:9][CH:3]([CH2:4]3)[CH:2]1[N:11]1[C:14](=[O:15])[C:13]([CH3:17])([CH3:16])[NH:12]1)[CH2:8]2.[N+:18]([C:21]1[CH:28]=[CH:27][CH:26]=[CH:25][C:22]=1[CH2:23]Br)([O-:20])=[O:19]. (8) The reactants are: [N:1]1([CH2:7][C:8]2[CH:15]=[CH:14][C:11]([CH:12]=O)=[CH:10][CH:9]=2)[CH2:6][CH2:5][O:4][CH2:3][CH2:2]1.[CH2:16]([O:23][C:24]([N:26]1[CH:30]([C:31](=[O:50])[NH:32][C:33]2[S:34][CH:35]=[C:36]([C:38]3[CH:43]=[CH:42][C:41]([C:44](=[O:49])[NH:45][CH:46]4[CH2:48][CH2:47]4)=[CH:40][CH:39]=3)[N:37]=2)[CH2:29][S:28]C1C1C=CC=C(CN2CCOCC2)C=1)=[O:25])[C:17]1[CH:22]=[CH:21][CH:20]=[CH:19][CH:18]=1. Given the product [CH2:16]([O:23][C:24]([N:26]1[CH:30]([C:31](=[O:50])[NH:32][C:33]2[S:34][CH:35]=[C:36]([C:38]3[CH:39]=[CH:40][C:41]([C:44](=[O:49])[NH:45][CH:46]4[CH2:48][CH2:47]4)=[CH:42][CH:43]=3)[N:37]=2)[CH2:29][S:28][CH:12]1[C:11]1[CH:14]=[CH:15][C:8]([CH2:7][N:1]2[CH2:6][CH2:5][O:4][CH2:3][CH2:2]2)=[CH:9][CH:10]=1)=[O:25])[C:17]1[CH:22]=[CH:21][CH:20]=[CH:19][CH:18]=1, predict the reactants needed to synthesize it.